Dataset: Reaction yield outcomes from USPTO patents with 853,638 reactions. Task: Predict the reaction yield, written as a fraction of the theoretical maximum amount of product (1.0 means a 100% yield; for example, 0.34 means a 34% yield). (1) The reactants are Cl[C:2]1[CH:7]=[CH:6][C:5]([N+:8]([O-:10])=[O:9])=[C:4]([CH2:11][S:12]([C:15]2[CH:20]=[CH:19][CH:18]=[CH:17][CH:16]=2)(=[O:14])=[O:13])[N:3]=1.[CH2:21]([N:28]1[CH2:33][CH2:32][NH:31][CH2:30][CH2:29]1)[C:22]1[CH:27]=[CH:26][CH:25]=[CH:24][CH:23]=1.C([O-])([O-])=O.[K+].[K+]. The catalyst is C(O)C.O. The product is [CH2:21]([N:28]1[CH2:33][CH2:32][N:31]([C:2]2[N:3]=[C:4]([CH2:11][S:12]([C:15]3[CH:20]=[CH:19][CH:18]=[CH:17][CH:16]=3)(=[O:14])=[O:13])[C:5]([N+:8]([O-:10])=[O:9])=[CH:6][CH:7]=2)[CH2:30][CH2:29]1)[C:22]1[CH:23]=[CH:24][CH:25]=[CH:26][CH:27]=1. The yield is 0.960. (2) The catalyst is C1COCC1. The reactants are [F:1][C:2]1[CH:9]=[CH:8][C:7]([I:10])=[CH:6][C:3]=1[CH:4]=[O:5].[CH2:11]([Mg]Br)[CH2:12][CH:13]=[CH2:14]. The product is [F:1][C:2]1[CH:9]=[CH:8][C:7]([I:10])=[CH:6][C:3]=1[CH:4]([OH:5])[CH2:14][CH2:13][CH:12]=[CH2:11]. The yield is 0.650. (3) The reactants are Cl[C:2]([Cl:12])(OC(=O)OC(Cl)(Cl)Cl)Cl.[S:13]([N:23]1[C:31]2[C:26](=[N+:27]([O-])C=[CH:29][CH:30]=2)[CH:25]=[CH:24]1)([C:16]1[CH:22]=[CH:21][C:19]([CH3:20])=[CH:18][CH:17]=1)(=[O:15])=[O:14].C(NC(C)C)(C)C.[OH-].[Na+]. The catalyst is ClCCl. The product is [Cl:12][C:2]1[N:27]=[C:26]2[CH:25]=[CH:24][N:23]([S:13]([C:16]3[CH:22]=[CH:21][C:19]([CH3:20])=[CH:18][CH:17]=3)(=[O:15])=[O:14])[C:31]2=[CH:30][CH:29]=1. The yield is 0.470. (4) The reactants are [OH-].[Na+].[Cl:3][C:4]1[C:5]([F:34])=[C:6]([NH:10][CH:11]([C:13]2[CH:14]=[C:15]([C:30]([O:32]C)=[O:31])[CH:16]=[C:17]3[C:22]=2[O:21][C:20]([N:23]2[CH2:28][CH2:27][O:26][CH2:25][CH2:24]2)=[CH:19][C:18]3=[O:29])[CH3:12])[CH:7]=[CH:8][CH:9]=1.C1COCC1.Cl. The product is [Cl:3][C:4]1[C:5]([F:34])=[C:6]([NH:10][CH:11]([C:13]2[CH:14]=[C:15]([C:30]([OH:32])=[O:31])[CH:16]=[C:17]3[C:22]=2[O:21][C:20]([N:23]2[CH2:24][CH2:25][O:26][CH2:27][CH2:28]2)=[CH:19][C:18]3=[O:29])[CH3:12])[CH:7]=[CH:8][CH:9]=1. The catalyst is CO. The yield is 0.880. (5) The reactants are [O:1]1[CH2:6][CH:5]=[C:4]([C:7]2[C:8]([O:13][C@H:14]3[CH2:19][CH2:18][C@H:17]([NH:20][C:21]4[S:22][C:23]5[CH:29]=[CH:28][CH:27]=[CH:26][C:24]=5[N:25]=4)[CH2:16][CH2:15]3)=[N:9][CH:10]=[CH:11][N:12]=2)[CH2:3][CH2:2]1.C([O-])=O.[NH4+]. The catalyst is CO.[OH-].[OH-].[Pd+2]. The product is [O:1]1[CH2:6][CH2:5][CH:4]([C:7]2[C:8]([O:13][C@H:14]3[CH2:15][CH2:16][C@H:17]([NH:20][C:21]4[S:22][C:23]5[CH:29]=[CH:28][CH:27]=[CH:26][C:24]=5[N:25]=4)[CH2:18][CH2:19]3)=[N:9][CH:10]=[CH:11][N:12]=2)[CH2:3][CH2:2]1. The yield is 0.140. (6) No catalyst specified. The yield is 0.870. The reactants are Cl[C:2]1[CH:7]=[C:6]([C:8]2[CH:13]=[C:12]([F:14])[CH:11]=[C:10]([Cl:15])[CH:9]=2)[N:5]=[C:4]2[CH2:16][CH2:17][CH2:18][C:3]=12.[CH2:19]([O:21][C:22](=[O:31])[CH2:23][C:24]1[CH:29]=[CH:28][C:27]([NH2:30])=[CH:26][CH:25]=1)[CH3:20]. The product is [Cl:15][C:10]1[CH:9]=[C:8]([C:6]2[N:5]=[C:4]3[CH2:16][CH2:17][CH2:18][C:3]3=[C:2]([NH:30][C:27]3[CH:26]=[CH:25][C:24]([CH2:23][C:22]([O:21][CH2:19][CH3:20])=[O:31])=[CH:29][CH:28]=3)[CH:7]=2)[CH:13]=[C:12]([F:14])[CH:11]=1.